Dataset: Catalyst prediction with 721,799 reactions and 888 catalyst types from USPTO. Task: Predict which catalyst facilitates the given reaction. Product: [F:1][C:2]([F:7])([F:6])[C:3]([OH:5])=[O:4].[CH3:30][N:8]1[CH2:11][CH2:10][C@H:9]1[CH2:12][O:13][C:14]1[CH:15]=[C:16]([C:20]2[CH:21]=[C:22]([CH2:42][CH2:43][CH2:44][OH:47])[CH:23]=[CH:24][CH:25]=2)[CH:17]=[N:18][CH:19]=1. The catalyst class is: 40. Reactant: [F:1][C:2]([F:7])([F:6])[C:3]([OH:5])=[O:4].[NH:8]1[CH2:11][CH2:10][C@H:9]1[CH2:12][O:13][C:14]1[CH:15]=[C:16]([C:20]2[CH:25]=[CH:24][CH:23]=[CH:22][C:21]=2CCCO)[CH:17]=[N:18][CH:19]=1.[C:30](O)(C(F)(F)F)=O.C=O.CC1C(Br)=[C:44]([OH:47])[C:43](Br)=[CH:42]C=1C1(C2C=C(Br)C(O)=C(Br)C=2C)OS(=O)(=O)C2C=CC=CC1=2.CC([O-])=O.[Na+].C([BH3-])#N.[Na+].